Dataset: Reaction yield outcomes from USPTO patents with 853,638 reactions. Task: Predict the reaction yield, written as a fraction of the theoretical maximum amount of product (1.0 means a 100% yield; for example, 0.34 means a 34% yield). (1) The catalyst is CO. The product is [NH2:1][C:2]1[C:7]([NH2:8])=[CH:6][C:5]([N+:11]([O-:13])=[O:12])=[CH:4][N:3]=1. The yield is 0.600. The reactants are [NH2:1][C:2]1[C:7]([N+:8]([O-])=O)=[CH:6][C:5]([N+:11]([O-:13])=[O:12])=[CH:4][N:3]=1. (2) The reactants are [CH2:1]([NH:8][C:9]1[CH:14]=[C:13]([NH:15][C:16]2[CH:21]=[CH:20][C:19]([N:22]3[CH2:28][CH2:27][CH2:26][NH:25][CH2:24][CH2:23]3)=[CH:18][CH:17]=2)[N:12]=[CH:11][C:10]=1[CH2:29][C:30]([NH2:32])=[O:31])[C:2]1[CH:7]=[CH:6][CH:5]=[CH:4][CH:3]=1.[C:33](=O)([O-])[O-].[K+].[K+].IC.C(Cl)(Cl)Cl. The catalyst is CN(C)C=O. The product is [CH2:1]([NH:8][C:9]1[CH:14]=[C:13]([NH:15][C:16]2[CH:17]=[CH:18][C:19]([N:22]3[CH2:28][CH2:27][CH2:26][N:25]([CH3:33])[CH2:24][CH2:23]3)=[CH:20][CH:21]=2)[N:12]=[CH:11][C:10]=1[CH2:29][C:30]([NH2:32])=[O:31])[C:2]1[CH:7]=[CH:6][CH:5]=[CH:4][CH:3]=1. The yield is 0.350. (3) The reactants are I[C:2]1[CH:3]=[C:4]([CH:9]=[CH:10][N:11]=1)[C:5]([NH:7][CH3:8])=[O:6].[H-].[Na+].C([Mg]Cl)(C)C.[CH2:19]([Sn:23]([CH2:29][CH2:30][CH2:31][CH3:32])([CH2:25][CH2:26][CH2:27][CH3:28])Cl)[CH2:20][CH2:21][CH3:22]. The catalyst is C1COCC1. The product is [CH3:8][NH:7][C:5](=[O:6])[C:4]1[CH:9]=[CH:10][N:11]=[C:2]([Sn:23]([CH2:25][CH2:26][CH2:27][CH3:28])([CH2:29][CH2:30][CH2:31][CH3:32])[CH2:19][CH2:20][CH2:21][CH3:22])[CH:3]=1. The yield is 0.310. (4) The reactants are [NH:1]1[C:9]2[C:4](=[CH:5][CH:6]=[CH:7][N:8]=2)[CH:3]=[CH:2]1.[H-].[Na+].Cl[CH2:13][O:14][CH2:15][CH2:16][Si:17]([CH3:20])([CH3:19])[CH3:18]. The catalyst is CN(C)C=O. The product is [CH3:18][Si:17]([CH3:20])([CH3:19])[CH2:16][CH2:15][O:14][CH2:13][N:1]1[C:9]2=[N:8][CH:7]=[CH:6][CH:5]=[C:4]2[CH:3]=[CH:2]1. The yield is 1.00. (5) The reactants are [Cl:1][C:2]1[C:8]([C:9]([F:12])([F:11])[F:10])=[CH:7][C:5]([NH2:6])=[CH:4][CH:3]=1.[C:13](N1C=CN=C1)(N1C=CN=C1)=[O:14].[NH2:25][C:26]1[CH:41]=[CH:40][C:29]([O:30][C:31]2[CH:36]=[CH:35][N:34]=[C:33]([C:37]([NH2:39])=[O:38])[CH:32]=2)=[CH:28][CH:27]=1.CCOC(C)=O. The catalyst is ClC(Cl)C.C1COCC1. The product is [Cl:1][C:2]1[CH:3]=[CH:4][C:5]([NH:6][C:13]([NH:25][C:26]2[CH:41]=[CH:40][C:29]([O:30][C:31]3[CH:36]=[CH:35][N:34]=[C:33]([C:37](=[O:38])[NH2:39])[CH:32]=3)=[CH:28][CH:27]=2)=[O:14])=[CH:7][C:8]=1[C:9]([F:10])([F:11])[F:12]. The yield is 0.820.